From a dataset of Forward reaction prediction with 1.9M reactions from USPTO patents (1976-2016). Predict the product of the given reaction. Given the reactants [Cl:1][C:2]1[CH:28]=[CH:27][C:5]([CH2:6][N:7]2[C:15]3[C:10](=[CH:11][CH:12]=[CH:13][CH:14]=3)[CH:9]=[C:8]2[C:16]([N:18]2[CH2:23][CH2:22][CH:21]([C:24]([OH:26])=O)[CH2:20][CH2:19]2)=[O:17])=[CH:4][CH:3]=1.O[N:30]1[C:34]2[CH:35]=[CH:36][CH:37]=[CH:38][C:33]=2[N:32]=N1.[CH3:39]CN=C=NCCCN(C)C.CN(C=O)C, predict the reaction product. The product is: [Cl:1][C:2]1[CH:28]=[CH:27][C:5]([CH2:6][N:7]2[C:15]3[C:10](=[CH:11][CH:12]=[CH:13][CH:14]=3)[CH:9]=[C:8]2[C:16]([N:18]2[CH2:23][CH2:22][CH:21]([C:24]([NH:30][CH2:34][CH2:35][C:36]3[CH:39]=[N:32][CH:33]=[CH:38][CH:37]=3)=[O:26])[CH2:20][CH2:19]2)=[O:17])=[CH:4][CH:3]=1.